The task is: Predict the reactants needed to synthesize the given product.. This data is from Full USPTO retrosynthesis dataset with 1.9M reactions from patents (1976-2016). (1) Given the product [C:20]([CH:19]([C:16]1[CH:17]=[CH:18][C:13]([F:12])=[CH:14][CH:15]=1)[CH2:1][C:2]1[CH:3]=[CH:4][N:5]=[CH:6][CH:7]=1)#[N:21], predict the reactants needed to synthesize it. The reactants are: [C:1](OCC)(=O)[C:2]1[CH:7]=[CH:6][N:5]=[CH:4][CH:3]=1.[F:12][C:13]1[CH:18]=[CH:17][C:16]([CH2:19][C:20]#[N:21])=[CH:15][CH:14]=1.Cl. (2) Given the product [C:23]([C:25]1[CH:26]=[CH:27][C:28]([C:29]([NH:31][NH:32][C:11](=[O:12])[C@H:10]([NH:9][C:6]2[CH:7]=[CH:8][C:3]([C:1]#[N:2])=[C:4]([C:19]([F:22])([F:21])[F:20])[C:5]=2[CH3:18])[C:14]([OH:17])([CH3:16])[CH3:15])=[O:30])=[CH:33][CH:34]=1)#[N:24], predict the reactants needed to synthesize it. The reactants are: [C:1]([C:3]1[CH:8]=[CH:7][C:6]([NH:9][C@H:10]([C:14]([OH:17])([CH3:16])[CH3:15])[C:11](O)=[O:12])=[C:5]([CH3:18])[C:4]=1[C:19]([F:22])([F:21])[F:20])#[N:2].[C:23]([C:25]1[CH:34]=[CH:33][C:28]([C:29]([NH:31][NH2:32])=[O:30])=[CH:27][CH:26]=1)#[N:24].OC1C2N=NNC=2C=CC=1.Cl.CN(C)CCCN=C=NCC. (3) Given the product [Cl:1][C:2]1[C:3](=[O:32])[N:4]([CH2:34][C:35]#[N:36])[CH:5]=[C:6]([C:17]([N:19]2[CH2:24][CH2:23][CH:22]([C:25]3[CH:26]=[CH:27][C:28]([F:31])=[CH:29][CH:30]=3)[CH2:21][CH2:20]2)=[O:18])[C:7]=1[NH:8][C:9]1[CH:14]=[C:13]([Cl:15])[CH:12]=[CH:11][C:10]=1[CH3:16], predict the reactants needed to synthesize it. The reactants are: [Cl:1][C:2]1[C:3](=[O:32])[NH:4][CH:5]=[C:6]([C:17]([N:19]2[CH2:24][CH2:23][CH:22]([C:25]3[CH:30]=[CH:29][C:28]([F:31])=[CH:27][CH:26]=3)[CH2:21][CH2:20]2)=[O:18])[C:7]=1[NH:8][C:9]1[CH:14]=[C:13]([Cl:15])[CH:12]=[CH:11][C:10]=1[CH3:16].Br[CH2:34][C:35]#[N:36]. (4) Given the product [CH2:36]([NH:40][C:28]([NH:4][C:3]1[CH:5]=[CH:6][C:7]([O:9][C:10]2[C:19]3[C:14](=[CH:15][C:16]([O:22][CH3:23])=[C:17]([O:20][CH3:21])[CH:18]=3)[N:13]=[CH:12][N:11]=2)=[CH:8][C:2]=1[Cl:1])=[O:34])[CH2:37][CH2:38][CH3:39], predict the reactants needed to synthesize it. The reactants are: [Cl:1][C:2]1[CH:8]=[C:7]([O:9][C:10]2[C:19]3[C:14](=[CH:15][C:16]([O:22][CH3:23])=[C:17]([O:20][CH3:21])[CH:18]=3)[N:13]=[CH:12][N:11]=2)[CH:6]=[CH:5][C:3]=1[NH2:4].ClC(Cl)(O[C:28](=[O:34])OC(Cl)(Cl)Cl)Cl.[CH2:36]([NH2:40])[CH2:37][CH2:38][CH3:39].C(=O)([O-])O.[Na+]. (5) Given the product [CH3:20][O:21][C:22]1[CH:29]=[CH:28][C:25]([CH2:26][O:1][C:2]2[CH:3]=[CH:4][C:5]([C:8](=[O:11])[CH2:9][CH3:10])=[CH:6][CH:7]=2)=[CH:24][CH:23]=1, predict the reactants needed to synthesize it. The reactants are: [OH:1][C:2]1[CH:7]=[CH:6][C:5]([C:8](=[O:11])[CH2:9][CH3:10])=[CH:4][CH:3]=1.C(=O)([O-])[O-].[K+].[K+].[I-].[Na+].[CH3:20][O:21][C:22]1[CH:29]=[CH:28][C:25]([CH2:26]Cl)=[CH:24][CH:23]=1. (6) Given the product [F:22][C:23]1[CH:30]=[C:29]([O:31][CH2:32][CH2:33][F:34])[CH:28]=[C:27]([F:35])[C:24]=1[C:25]1[N:9]=[C:7]2[CH:6]=[CH:5][CH:4]=[C:3]([O:2][CH3:1])[N:8]2[C:11]=1[NH:10][C:12]1[CH:21]=[CH:20][C:15]2[O:16][CH2:17][CH2:18][O:19][C:14]=2[CH:13]=1, predict the reactants needed to synthesize it. The reactants are: [CH3:1][O:2][C:3]1[N:8]=[C:7]([NH2:9])[CH:6]=[CH:5][CH:4]=1.[N+:10]([C:12]1[CH:21]=[CH:20][C:15]2[O:16][CH2:17][CH2:18][O:19][C:14]=2[CH:13]=1)#[C-:11].[F:22][C:23]1[CH:30]=[C:29]([O:31][CH2:32][CH2:33][F:34])[CH:28]=[C:27]([F:35])[C:24]=1[CH:25]=O. (7) The reactants are: C([O:5][C:6](=[O:42])[CH2:7][N:8]([CH:21]1[CH2:29][CH2:28][C:27]2[C:23](=[CH:24][N:25]([C:30]3[C:39]4[C:34](=[CH:35][CH:36]=[C:37]([O:40][CH3:41])[N:38]=4)[N:33]=[CH:32][CH:31]=3)[N:26]=2)[CH2:22]1)[CH2:9][C:10]1[CH:11]=[CH:12][C:13]2[S:18][CH2:17][C:16](=[O:19])[NH:15][C:14]=2[CH:20]=1)(C)(C)C. Given the product [CH3:41][O:40][C:37]1[N:38]=[C:39]2[C:34](=[CH:35][CH:36]=1)[N:33]=[CH:32][CH:31]=[C:30]2[N:25]1[CH:24]=[C:23]2[C:27]([CH2:28][CH2:29][CH:21]([N:8]([CH2:7][C:6]([OH:42])=[O:5])[CH2:9][C:10]3[CH:11]=[CH:12][C:13]4[S:18][CH2:17][C:16](=[O:19])[NH:15][C:14]=4[CH:20]=3)[CH2:22]2)=[N:26]1, predict the reactants needed to synthesize it. (8) Given the product [C:23]([C:19]1[CH:18]=[C:17]([N:13]2[CH2:12][CH2:11][CH:10]([N:2]([CH3:1])[C:3](=[O:9])[O:4][C:5]([CH3:8])([CH3:6])[CH3:7])[CH2:15][CH2:14]2)[CH:22]=[CH:21][N:20]=1)#[N:24], predict the reactants needed to synthesize it. The reactants are: [CH3:1][N:2]([CH:10]1[CH2:15][CH2:14][NH:13][CH2:12][CH2:11]1)[C:3](=[O:9])[O:4][C:5]([CH3:8])([CH3:7])[CH3:6].Cl[C:17]1[CH:22]=[CH:21][N:20]=[C:19]([C:23]#[N:24])[CH:18]=1.C([O-])([O-])=O.[K+].[K+].